From a dataset of Full USPTO retrosynthesis dataset with 1.9M reactions from patents (1976-2016). Predict the reactants needed to synthesize the given product. The reactants are: [Br:1][C:2]1[CH:3]=[C:4]([CH:7]=[CH:8][C:9]=1[OH:10])[CH:5]=O.[CH2:11]([CH:14]1[CH2:19][C:18](=O)[CH2:17][C:16](=[O:21])[CH2:15]1)[CH2:12][CH3:13].[CH3:22]/[C:23](/[NH2:27])=[CH:24]\[C:25]#[N:26]. Given the product [Br:1][C:2]1[CH:3]=[C:4]([CH:5]2[C:17]3[C:16](=[O:21])[CH2:15][CH:14]([CH2:11][CH2:12][CH3:13])[CH2:19][C:18]=3[NH:27][C:23]([CH3:22])=[C:24]2[C:25]#[N:26])[CH:7]=[CH:8][C:9]=1[OH:10], predict the reactants needed to synthesize it.